From a dataset of Catalyst prediction with 721,799 reactions and 888 catalyst types from USPTO. Predict which catalyst facilitates the given reaction. (1) Reactant: C1(P(C2CCCCC2)C2C=CC=CC=2C2C(C(C)C)=CC(C(C)C)=CC=2C(C)C)CCCCC1.[CH3:35][O:36][C:37]1[CH:38]=[C:39]([C:43]2[CH:44]=[N:45][C:46]([N:50]3[CH2:55][CH2:54][O:53][CH2:52][CH2:51]3)=[CH:47][C:48]=2[NH2:49])[CH:40]=[N:41][CH:42]=1.Cl[C:57]1[C:66]2[C:61](=[C:62]([CH3:68])[CH:63]=[CH:64][C:65]=2[F:67])[N:60]=[C:59]([C:69]2[CH:74]=[CH:73][CH:72]=[CH:71][N:70]=2)[C:58]=1[CH3:75].CC(C)([O-])C.[Na+]. Product: [F:67][C:65]1[CH:64]=[CH:63][C:62]([CH3:68])=[C:61]2[C:66]=1[C:57]([NH:49][C:48]1[CH:47]=[C:46]([N:50]3[CH2:55][CH2:54][O:53][CH2:52][CH2:51]3)[N:45]=[CH:44][C:43]=1[C:39]1[CH:40]=[N:41][CH:42]=[C:37]([O:36][CH3:35])[CH:38]=1)=[C:58]([CH3:75])[C:59]([C:69]1[CH:74]=[CH:73][CH:72]=[CH:71][N:70]=1)=[N:60]2. The catalyst class is: 101. (2) Reactant: [NH2:1][C:2]1[CH:3]2[C:10]([C:11]3[CH:16]=[CH:15][C:14]([CH3:17])=[CH:13][CH:12]=3)=[N:9][N:8]([CH2:18][CH2:19][CH2:20][CH2:21][O:22]C(=O)C)[CH:4]2[N:5]=[CH:6][N:7]=1.O[Li].O. Product: [NH2:1][C:2]1[CH:3]2[C:10]([C:11]3[CH:12]=[CH:13][C:14]([CH3:17])=[CH:15][CH:16]=3)=[N:9][N:8]([CH2:18][CH2:19][CH2:20][CH2:21][OH:22])[CH:4]2[N:5]=[CH:6][N:7]=1. The catalyst class is: 20. (3) Reactant: [Br:1][C:2]1[N:6]2[CH:7]=[C:8]([CH:20]3[CH2:22][CH2:21]3)[C:9]([O:11][CH2:12][C:13]3([CH3:19])[CH2:18][CH2:17][NH:16][CH2:15][CH2:14]3)=[CH:10][C:5]2=[N:4][N:3]=1.[Cl:23][C:24]1[CH:25]=[C:26]([CH:29]=[C:30]([Cl:32])[CH:31]=1)[CH2:27]Cl.C(=O)([O-])[O-].[K+].[K+].[I-].[Na+]. Product: [Br:1][C:2]1[N:6]2[CH:7]=[C:8]([CH:20]3[CH2:22][CH2:21]3)[C:9]([O:11][CH2:12][C:13]3([CH3:19])[CH2:18][CH2:17][N:16]([CH2:27][C:26]4[CH:25]=[C:24]([Cl:23])[CH:31]=[C:30]([Cl:32])[CH:29]=4)[CH2:15][CH2:14]3)=[CH:10][C:5]2=[N:4][N:3]=1. The catalyst class is: 35. (4) Reactant: [F:1][C:2]1[CH:8]=[C:7]([C:9]2[N:10]=[C:11]([N:19]3[CH2:24][CH2:23][O:22][CH2:21][C@@H:20]3[CH3:25])[C:12]3[CH2:17][N:16]([CH3:18])[CH2:15][C:13]=3[N:14]=2)[CH:6]=[CH:5][C:3]=1[NH2:4].[CH2:26]([N:28]=[C:29]=[O:30])[CH3:27]. Product: [CH2:26]([NH:28][C:29]([NH:4][C:3]1[CH:5]=[CH:6][C:7]([C:9]2[N:10]=[C:11]([N:19]3[CH2:24][CH2:23][O:22][CH2:21][C@@H:20]3[CH3:25])[C:12]3[CH2:17][N:16]([CH3:18])[CH2:15][C:13]=3[N:14]=2)=[CH:8][C:2]=1[F:1])=[O:30])[CH3:27]. The catalyst class is: 1. (5) Reactant: C(OC([N:8]1[CH2:13][CH2:12][CH2:11][C@H:10]([C:14]([OH:16])=O)[CH2:9]1)=O)(C)(C)C.[CH3:17][O:18][CH2:19][CH2:20][NH2:21].C1C=CC2N(O)N=NC=2C=1.CCN=C=NCCCN(C)C.Cl. Product: [CH3:17][O:18][CH2:19][CH2:20][NH:21][C:14]([C@H:10]1[CH2:11][CH2:12][CH2:13][NH:8][CH2:9]1)=[O:16]. The catalyst class is: 236. (6) Reactant: [Cl-].[Cl-].[Cl-].[Al+3].[F:5][C:6]1[CH:11]=[CH:10][C:9]([O:12][C:13](=[O:18])[CH:14]=[C:15]([CH3:17])[CH3:16])=[CH:8][CH:7]=1. Product: [F:5][C:6]1[CH:7]=[C:8]2[C:9](=[CH:10][CH:11]=1)[O:12][C:13](=[O:18])[CH2:14][C:15]2([CH3:16])[CH3:17]. The catalyst class is: 534. (7) Reactant: [Br-].C([P+]([C:18]1[CH:23]=[CH:22][CH:21]=[CH:20][CH:19]=1)([C:18]1[CH:23]=[CH:22][CH:21]=[CH:20][CH:19]=1)[C:18]1[CH:23]=[CH:22][CH:21]=[CH:20][CH:19]=1)CC.[Li]CCCC.[C:29]([N:36]1CC[CH2:39][CH2:38][CH:37]1C=O)([O:31][C:32]([CH3:35])([CH3:34])[CH3:33])=[O:30].CCOC(C)=O.CCCCCC. Product: [C:29]([N:36]1[CH2:37][CH2:38][CH2:39][CH2:19][CH:20]1/[CH:21]=[CH:22]\[CH2:23][CH3:18])([O:31][C:32]([CH3:33])([CH3:34])[CH3:35])=[O:30]. The catalyst class is: 20. (8) Reactant: [C:1]([C:3]1[CH:12]=[CH:11][C:6]([C:7]([O:9][CH3:10])=[O:8])=[C:5]([O:13][CH3:14])[CH:4]=1)#[N:2].[NH2:15][OH:16]. Product: [NH2:2][C:1](=[N:15][OH:16])[C:3]1[CH:12]=[CH:11][C:6]([C:7]([O:9][CH3:10])=[O:8])=[C:5]([O:13][CH3:14])[CH:4]=1. The catalyst class is: 14. (9) Reactant: [Cl:1][C:2]1[N:7]=[C:6](Cl)[CH:5]=[CH:4][N:3]=1.[CH3:9][O:10][CH2:11][CH2:12][CH2:13][OH:14].C(=O)([O-])[O-].[Cs+].[Cs+]. Product: [Cl:1][C:2]1[N:7]=[C:6]([O:14][CH2:13][CH2:12][CH2:11][O:10][CH3:9])[CH:5]=[CH:4][N:3]=1. The catalyst class is: 163.